Regression. Given two drug SMILES strings and cell line genomic features, predict the synergy score measuring deviation from expected non-interaction effect. From a dataset of NCI-60 drug combinations with 297,098 pairs across 59 cell lines. (1) Drug 1: C1=CC(=C2C(=C1NCCNCCO)C(=O)C3=C(C=CC(=C3C2=O)O)O)NCCNCCO. Drug 2: C1=NC2=C(N1)C(=S)N=C(N2)N. Cell line: MDA-MB-231. Synergy scores: CSS=45.6, Synergy_ZIP=-10.0, Synergy_Bliss=-5.98, Synergy_Loewe=-2.05, Synergy_HSA=0.0160. (2) Drug 1: CC1=C(C(CCC1)(C)C)C=CC(=CC=CC(=CC(=O)O)C)C. Drug 2: CC=C1C(=O)NC(C(=O)OC2CC(=O)NC(C(=O)NC(CSSCCC=C2)C(=O)N1)C(C)C)C(C)C. Cell line: ACHN. Synergy scores: CSS=21.0, Synergy_ZIP=-8.10, Synergy_Bliss=-2.70, Synergy_Loewe=-62.1, Synergy_HSA=-1.05. (3) Drug 1: C1=NC2=C(N=C(N=C2N1C3C(C(C(O3)CO)O)F)Cl)N. Drug 2: C1=CN(C=N1)CC(O)(P(=O)(O)O)P(=O)(O)O. Cell line: OVCAR-5. Synergy scores: CSS=2.14, Synergy_ZIP=-0.811, Synergy_Bliss=-0.300, Synergy_Loewe=1.22, Synergy_HSA=0.0306. (4) Drug 1: C1CN1P(=S)(N2CC2)N3CC3. Drug 2: CCC1(CC2CC(C3=C(CCN(C2)C1)C4=CC=CC=C4N3)(C5=C(C=C6C(=C5)C78CCN9C7C(C=CC9)(C(C(C8N6C=O)(C(=O)OC)O)OC(=O)C)CC)OC)C(=O)OC)O.OS(=O)(=O)O. Cell line: HOP-62. Synergy scores: CSS=36.6, Synergy_ZIP=1.92, Synergy_Bliss=6.68, Synergy_Loewe=5.85, Synergy_HSA=4.47. (5) Drug 1: CC12CCC3C(C1CCC2=O)CC(=C)C4=CC(=O)C=CC34C. Drug 2: C(CCl)NC(=O)N(CCCl)N=O. Cell line: SF-539. Synergy scores: CSS=26.9, Synergy_ZIP=-0.898, Synergy_Bliss=0.750, Synergy_Loewe=-10.3, Synergy_HSA=0.785. (6) Drug 1: C1=CC=C(C=C1)NC(=O)CCCCCCC(=O)NO. Drug 2: CC(C)(C#N)C1=CC(=CC(=C1)CN2C=NC=N2)C(C)(C)C#N. Cell line: EKVX. Synergy scores: CSS=0.304, Synergy_ZIP=0.357, Synergy_Bliss=0.446, Synergy_Loewe=-0.611, Synergy_HSA=-1.17. (7) Drug 2: CC1C(C(CC(O1)OC2CC(CC3=C2C(=C4C(=C3O)C(=O)C5=C(C4=O)C(=CC=C5)OC)O)(C(=O)CO)O)N)O.Cl. Drug 1: C(=O)(N)NO. Cell line: OVCAR-8. Synergy scores: CSS=26.6, Synergy_ZIP=-5.46, Synergy_Bliss=-0.982, Synergy_Loewe=-21.3, Synergy_HSA=-0.931. (8) Drug 1: C1=CC=C(C=C1)NC(=O)CCCCCCC(=O)NO. Drug 2: CN(CCCl)CCCl.Cl. Cell line: SNB-75. Synergy scores: CSS=14.8, Synergy_ZIP=-3.88, Synergy_Bliss=0.668, Synergy_Loewe=-2.19, Synergy_HSA=2.16.